Dataset: Full USPTO retrosynthesis dataset with 1.9M reactions from patents (1976-2016). Task: Predict the reactants needed to synthesize the given product. Given the product [CH3:4][CH2:3][CH2:2][CH2:1][C:5]1[CH:6]=[CH:7][C:8]([C:11]([O:13][CH3:18])=[O:12])=[N:9][CH:10]=1, predict the reactants needed to synthesize it. The reactants are: [CH2:1]([C:5]1[CH:6]=[CH:7][C:8]([C:11]([OH:13])=[O:12])=[N:9][CH:10]=1)[CH2:2][CH2:3][CH3:4].O=S(Cl)Cl.[CH3:18]O.